From a dataset of Forward reaction prediction with 1.9M reactions from USPTO patents (1976-2016). Predict the product of the given reaction. (1) Given the reactants [NH2:1][C:2]1[C:7]2=[C:8]([C:14]3[CH:19]=[CH:18][C:17]([N+:20]([O-:22])=[O:21])=[CH:16][CH:15]=3)[C:9]([C:11](O)=[O:12])=[CH:10][N:6]2[N:5]=[CH:4][N:3]=1.Cl.[F:24][C:25]([F:29])([F:28])[CH2:26][NH2:27].C(N(CC)CC)C.C1COCC1, predict the reaction product. The product is: [NH2:1][C:2]1[C:7]2=[C:8]([C:14]3[CH:15]=[CH:16][C:17]([N+:20]([O-:22])=[O:21])=[CH:18][CH:19]=3)[C:9]([C:11]([NH:27][CH2:26][C:25]([F:29])([F:28])[F:24])=[O:12])=[CH:10][N:6]2[N:5]=[CH:4][N:3]=1. (2) Given the reactants Br[C:2]1[CH:3]=[CH:4][C:5]([CH2:15][CH2:16][NH:17][S:18]([C:21]2[CH:26]=[C:25]([C:27]#[N:28])[CH:24]=[CH:23][C:22]=2[O:29][CH3:30])(=[O:20])=[O:19])=[C:6]([NH:8][CH2:9][C:10]([O:12][CH2:13][CH3:14])=[O:11])[CH:7]=1.CC1(C)C(C)(C)OB(B2OC(C)(C)C(C)(C)O2)O1.[C:49]([O-])(=O)[CH3:50].[K+].Br[C:55]1[CH:60]=CC=C[C:56]=1[CH2:61][S:62]([CH2:65]C1C=CC=CC=1Br)(=[O:64])=[O:63].P([O-])([O-])([O-])=O.[K+].[K+].[K+], predict the reaction product. The product is: [C:27]([C:25]1[CH:24]=[CH:23][C:22]([O:29][CH3:30])=[C:21]([S:18]([NH:17][CH2:16][CH2:15][C:5]2[CH:4]=[CH:3][C:2]([C:50]3[CH:49]=[CH:60][CH:55]=[CH:56][C:61]=3[S:62]([CH3:65])(=[O:64])=[O:63])=[CH:7][C:6]=2[NH:8][CH2:9][C:10]([O:12][CH2:13][CH3:14])=[O:11])(=[O:20])=[O:19])[CH:26]=1)#[N:28]. (3) Given the reactants [Cl:1][C:2]1[C:10]2[C:6](=[CH:7][N:8]([C:11]3[CH:16]=[CH:15][C:14]([O:17][Si](C(C)C)(C(C)C)C(C)C)=[CH:13][CH:12]=3)[N:9]=2)[CH:5]=[CH:4][C:3]=1[O:28][CH2:29][CH:30]1[CH2:32][CH2:31]1.[F-].C([N+](CCCC)(CCCC)CCCC)CCC, predict the reaction product. The product is: [Cl:1][C:2]1[C:10]2[C:6](=[CH:7][N:8]([C:11]3[CH:16]=[CH:15][C:14]([OH:17])=[CH:13][CH:12]=3)[N:9]=2)[CH:5]=[CH:4][C:3]=1[O:28][CH2:29][CH:30]1[CH2:31][CH2:32]1. (4) Given the reactants Cl[CH2:2][C:3]1[CH:8]=[CH:7][CH:6]=[C:5]([S:9][CH:10]2[CH2:14][CH2:13][CH2:12][CH2:11]2)[N:4]=1.C([O:17][C:18]([CH:20]1[CH2:22][CH:21]1[C:23]1[CH:28]=[C:27]([F:29])[C:26]([OH:30])=[C:25]([F:31])[CH:24]=1)=[O:19])C, predict the reaction product. The product is: [CH:10]1([S:9][C:5]2[N:4]=[C:3]([CH2:2][O:30][C:26]3[C:25]([F:31])=[CH:24][C:23]([CH:21]4[CH2:22][CH:20]4[C:18]([OH:19])=[O:17])=[CH:28][C:27]=3[F:29])[CH:8]=[CH:7][CH:6]=2)[CH2:14][CH2:13][CH2:12][CH2:11]1. (5) Given the reactants [CH3:1][C:2]1([CH3:29])[O:7][CH2:6][CH2:5][N:4]([C:8]([N:10]2[CH2:15][CH:14]([C:16]3[CH:21]=[CH:20][C:19]([C:22]([F:25])([F:24])[F:23])=[CH:18][CH:17]=3)[CH2:13][CH:12]([C:26](O)=[O:27])[CH2:11]2)=[O:9])[CH2:3]1.O[N:31]=[C:32]([NH2:37])[CH2:33][CH2:34][O:35][CH3:36], predict the reaction product. The product is: [CH3:29][C:2]1([CH3:1])[O:7][CH2:6][CH2:5][N:4]([C:8]([N:10]2[CH2:15][CH:14]([C:16]3[CH:17]=[CH:18][C:19]([C:22]([F:25])([F:23])[F:24])=[CH:20][CH:21]=3)[CH2:13][CH:12]([C:26]3[O:27][N:37]=[C:32]([CH2:33][CH2:34][O:35][CH3:36])[N:31]=3)[CH2:11]2)=[O:9])[CH2:3]1. (6) Given the reactants [F:1][CH:2]([F:24])[C:3]1[N:8]2[N:9]=[CH:10][C:11]([C:12]#[CH:13])=[C:7]2[N:6]=[C:5]([C:14]2[CH:19]=[CH:18][C:17]([C:20]([F:23])([F:22])[F:21])=[CH:16][CH:15]=2)[CH:4]=1.Br[C:26]1[CH:27]=[C:28]([S:32]([NH:35][CH2:36][CH2:37][OH:38])(=[O:34])=[O:33])[CH:29]=[CH:30][CH:31]=1, predict the reaction product. The product is: [F:24][CH:2]([F:1])[C:3]1[N:8]2[N:9]=[CH:10][C:11]([C:12]#[C:13][C:26]3[CH:27]=[C:28]([S:32]([NH:35][CH2:36][CH2:37][OH:38])(=[O:33])=[O:34])[CH:29]=[CH:30][CH:31]=3)=[C:7]2[N:6]=[C:5]([C:14]2[CH:19]=[CH:18][C:17]([C:20]([F:23])([F:22])[F:21])=[CH:16][CH:15]=2)[CH:4]=1. (7) Given the reactants [CH3:1][C:2]([C:6]1[CH:11]=[C:10]([N+:12]([O-])=O)[CH:9]=[C:8]([CH2:15][N:16]2[CH2:21][CH2:20][N:19]([CH3:22])[CH2:18][CH2:17]2)[CH:7]=1)([CH3:5])[C:3]#[N:4], predict the reaction product. The product is: [NH2:12][C:10]1[CH:11]=[C:6]([C:2]([CH3:5])([CH3:1])[C:3]#[N:4])[CH:7]=[C:8]([CH2:15][N:16]2[CH2:21][CH2:20][N:19]([CH3:22])[CH2:18][CH2:17]2)[CH:9]=1. (8) The product is: [S:9]1[CH:13]=[C:12]([NH:14][C:5](=[O:7])[CH3:6])[N:11]=[CH:10]1. Given the reactants C(O[C:5](=[O:7])[CH3:6])(=O)C.Cl.[S:9]1[CH:13]=[C:12]([NH2:14])[N:11]=[CH:10]1.C(N(CC)CC)C, predict the reaction product. (9) Given the reactants [Cl:1][C:2]1[C:7]([CH3:8])=[CH:6][C:5](B2OC(C)(C)C(C)(C)O2)=[CH:4][C:3]=1[CH3:18].Br[C:20]1[CH:25]=[CH:24][C:23]([CH3:26])=[CH:22][N:21]=1, predict the reaction product. The product is: [Cl:1][C:2]1[C:3]([CH3:18])=[CH:4][C:5]([C:20]2[CH:25]=[CH:24][C:23]([CH3:26])=[CH:22][N:21]=2)=[CH:6][C:7]=1[CH3:8].